This data is from Catalyst prediction with 721,799 reactions and 888 catalyst types from USPTO. The task is: Predict which catalyst facilitates the given reaction. (1) Reactant: [N+:1]([C:4]1[CH:9]=[CH:8][C:7]([S:10](Cl)(=[O:12])=[O:11])=[CH:6][CH:5]=1)([O-:3])=[O:2].[CH2:14]([NH2:21])[C:15]1[CH:20]=[CH:19][CH:18]=[CH:17][CH:16]=1.C(N(CC)CC)C. Product: [CH2:14]([NH:21][S:10]([C:7]1[CH:8]=[CH:9][C:4]([N+:1]([O-:3])=[O:2])=[CH:5][CH:6]=1)(=[O:12])=[O:11])[C:15]1[CH:20]=[CH:19][CH:18]=[CH:17][CH:16]=1. The catalyst class is: 2. (2) Reactant: [C:1]1([CH:7]([C:21]2[CH:26]=[CH:25][CH:24]=[CH:23][CH:22]=2)[N:8]2[CH2:11][CH:10]([NH:12][NH:13]C(OC(C)(C)C)=O)[CH2:9]2)[CH:6]=[CH:5][CH:4]=[CH:3][CH:2]=1.[ClH:27]. Product: [ClH:27].[ClH:27].[C:21]1([CH:7]([C:1]2[CH:6]=[CH:5][CH:4]=[CH:3][CH:2]=2)[N:8]2[CH2:11][CH:10]([NH:12][NH2:13])[CH2:9]2)[CH:22]=[CH:23][CH:24]=[CH:25][CH:26]=1. The catalyst class is: 12.